This data is from Reaction yield outcomes from USPTO patents with 853,638 reactions. The task is: Predict the reaction yield, written as a fraction of the theoretical maximum amount of product (1.0 means a 100% yield; for example, 0.34 means a 34% yield). (1) The reactants are C([N:8]1[CH2:13][CH2:12][P:11](=[O:17])([CH:14]([CH3:16])[CH3:15])[CH2:10][CH2:9]1)C1C=CC=CC=1.C(O)C.O.O.[C:23]([OH:28])(=[O:27])[C:24]([OH:26])=[O:25]. The catalyst is O.[Pd]. The product is [C:23]([OH:28])(=[O:27])[C:24]([OH:26])=[O:25].[CH3:15][CH:14]([P:11]1(=[O:17])[CH2:12][CH2:13][NH:8][CH2:9][CH2:10]1)[CH3:16]. The yield is 0.530. (2) The reactants are Br[C:2]1[CH:7]=[CH:6][C:5]([NH:8][C:9](=[O:22])[NH:10][C:11]2[CH:21]=[CH:20][C:14]([C:15]([N:17]([CH3:19])[CH3:18])=[O:16])=[CH:13][CH:12]=2)=[CH:4][C:3]=1[F:23].[B:24]1([B:24]2[O:28][C:27]([CH3:30])([CH3:29])[C:26]([CH3:32])([CH3:31])[O:25]2)[O:28][C:27]([CH3:30])([CH3:29])[C:26]([CH3:32])([CH3:31])[O:25]1.CC([O-])=O.[K+].C(Cl)Cl. The catalyst is O1CCOCC1. The product is [F:23][C:3]1[CH:4]=[C:5]([NH:8][C:9](=[O:22])[NH:10][C:11]2[CH:21]=[CH:20][C:14]([C:15]([N:17]([CH3:19])[CH3:18])=[O:16])=[CH:13][CH:12]=2)[CH:6]=[CH:7][C:2]=1[B:24]1[O:28][C:27]([CH3:30])([CH3:29])[C:26]([CH3:32])([CH3:31])[O:25]1. The yield is 0.430. (3) The reactants are COC([N:5]1[CH:10]=[C:9]([C@@H:11]2[CH2:15][CH2:14][CH2:13][N:12]2[CH3:16])[CH2:8][C:7]([CH:17]=[O:18])=[CH:6]1)=O. The catalyst is CO. The product is [CH3:16][N:12]1[CH2:13][CH2:14][CH2:15][C@H:11]1[C:9]1[CH2:8][C:7]([CH:17]=[O:18])=[CH:6][NH:5][CH:10]=1. The yield is 1.00. (4) The yield is 0.810. The product is [CH:40]1[C:41]2[C:46](=[CH:45][CH:44]=[CH:43][CH:42]=2)[CH:47]=[CH:48][C:39]=1[S:36]([N:12]1[CH2:13][C@H:14]([S:16][C:17]([C:18]2[CH:19]=[CH:20][CH:21]=[CH:22][CH:23]=2)([C:24]2[CH:25]=[CH:26][CH:27]=[CH:28][CH:29]=2)[C:30]2[CH:35]=[CH:34][CH:33]=[CH:32][CH:31]=2)[CH2:15][C@H:11]1[CH2:9][OH:8])(=[O:38])=[O:37].[SH:16][C@H:14]1[CH2:13][N:12]([S:36]([C:39]2[CH:48]=[CH:47][C:46]3[C:41](=[CH:42][CH:43]=[CH:44][CH:45]=3)[CH:40]=2)(=[O:38])=[O:37])[C@@H:11]([CH2:9][OH:8])[CH2:15]1. The reactants are [H-].[H-].[H-].[H-].[Li+].[Al+3].C[O:8][C:9]([C@@H:11]1[CH2:15][C@@H:14]([S:16][C:17]([C:30]2[CH:35]=[CH:34][CH:33]=[CH:32][CH:31]=2)([C:24]2[CH:29]=[CH:28][CH:27]=[CH:26][CH:25]=2)[C:18]2[CH:23]=[CH:22][CH:21]=[CH:20][CH:19]=2)[CH2:13][N:12]1[S:36]([C:39]1[CH:48]=[CH:47][C:46]2[C:41](=[CH:42][CH:43]=[CH:44][CH:45]=2)[CH:40]=1)(=[O:38])=[O:37])=O.C(Cl)Cl.CCOC(C)=O. The catalyst is C1COCC1. (5) The reactants are C[Si]([C:5]#[CH:6])(C)C.C([Li])CCC.[P:12](Cl)([O:17][CH2:18][CH3:19])([O:14][CH2:15][CH3:16])=[O:13].[Li].C([O-])([O-])=O.[Na+].[Na+].[OH-].[Na+]. The catalyst is C1COCC1.CO. The product is [C:5]([P:12](=[O:13])([O:17][CH2:18][CH3:19])[O:14][CH2:15][CH3:16])#[CH:6]. The yield is 0.450. (6) The reactants are [N:1]1[CH:6]=[CH:5][CH:4]=[C:3]([N:7]2[CH2:11][CH2:10][NH:9][C:8]2=[O:12])[CH:2]=1.Br[C:14]1[CH:15]=[C:16]2[C:20](=[CH:21][CH:22]=1)[N:19]([CH2:23][CH3:24])[CH:18]=[CH:17]2.N[C@@H]1CCCC[C@H]1N.C(=O)([O-])[O-].[K+].[K+]. The catalyst is [Cu](I)I.O1CCOCC1. The product is [CH2:23]([N:19]1[C:20]2[C:16](=[CH:15][C:14]([N:9]3[CH2:10][CH2:11][N:7]([C:3]4[CH:2]=[N:1][CH:6]=[CH:5][CH:4]=4)[C:8]3=[O:12])=[CH:22][CH:21]=2)[CH:17]=[CH:18]1)[CH3:24]. The yield is 0.493. (7) The reactants are [NH2:1][C:2]1[CH:30]=[CH:29][C:5]([O:6][C:7]2[C:16]3[C:11](=[CH:12][C:13]([O:19][CH2:20][C@H:21]([OH:28])[CH2:22][N:23]([CH2:26][CH3:27])[CH2:24][CH3:25])=[C:14]([C:17]#[N:18])[CH:15]=3)[N:10]=[CH:9][CH:8]=2)=[CH:4][C:3]=1[Cl:31].[N:32]1[CH:37]=C[CH:35]=[CH:34][CH:33]=1.ClC(OC1C=CC=CC=1)=[O:40].C1(N)CC1.C(=O)(O)[O-].[Na+]. The catalyst is CN(C)C=O.C(OCC)(=O)C. The product is [Cl:31][C:3]1[CH:4]=[C:5]([O:6][C:7]2[C:16]3[C:11](=[CH:12][C:13]([O:19][CH2:20][C@H:21]([OH:28])[CH2:22][N:23]([CH2:26][CH3:27])[CH2:24][CH3:25])=[C:14]([C:17]#[N:18])[CH:15]=3)[N:10]=[CH:9][CH:8]=2)[CH:29]=[CH:30][C:2]=1[NH:1][C:37]([NH:32][CH:33]1[CH2:35][CH2:34]1)=[O:40]. The yield is 0.535. (8) The reactants are Cl[C:2]1[N:3]([C@@H:15]2[O:21][C@H:20]([CH2:22][OH:23])[C@@H:18]([OH:19])[C@H:16]2[OH:17])[C:4]2[C:9]([C:10]=1[CH:11]=[O:12])=[CH:8][C:7]([Cl:13])=[C:6]([Cl:14])[CH:5]=2.CO.C(Cl)(Cl)Cl.CO.O.[CH2:33]([NH2:35])C. The catalyst is C(O)C.CO. The product is [Cl:13][C:7]1[CH:8]=[C:9]2[C:4](=[CH:5][C:6]=1[Cl:14])[N:3]([C@@H:15]1[O:21][C@H:20]([CH2:22][OH:23])[C@@H:18]([OH:19])[C@H:16]1[OH:17])[C:2]([NH:35][CH3:33])=[C:10]2[CH:11]=[O:12]. The yield is 0.430.